This data is from NCI-60 drug combinations with 297,098 pairs across 59 cell lines. The task is: Regression. Given two drug SMILES strings and cell line genomic features, predict the synergy score measuring deviation from expected non-interaction effect. (1) Drug 1: C1=C(C(=O)NC(=O)N1)N(CCCl)CCCl. Drug 2: CC1=CC=C(C=C1)C2=CC(=NN2C3=CC=C(C=C3)S(=O)(=O)N)C(F)(F)F. Cell line: SF-295. Synergy scores: CSS=16.2, Synergy_ZIP=-1.18, Synergy_Bliss=-3.06, Synergy_Loewe=-8.20, Synergy_HSA=-1.88. (2) Drug 1: C1=NC2=C(N=C(N=C2N1C3C(C(C(O3)CO)O)O)F)N. Drug 2: CC1=C(C(=O)C2=C(C1=O)N3CC4C(C3(C2COC(=O)N)OC)N4)N. Cell line: NCI-H460. Synergy scores: CSS=39.8, Synergy_ZIP=1.47, Synergy_Bliss=-2.88, Synergy_Loewe=-28.8, Synergy_HSA=-3.18. (3) Drug 1: CN(CC1=CN=C2C(=N1)C(=NC(=N2)N)N)C3=CC=C(C=C3)C(=O)NC(CCC(=O)O)C(=O)O. Drug 2: COC1=C2C(=CC3=C1OC=C3)C=CC(=O)O2. Cell line: MALME-3M. Synergy scores: CSS=3.95, Synergy_ZIP=7.29, Synergy_Bliss=5.37, Synergy_Loewe=4.49, Synergy_HSA=2.96.